This data is from Forward reaction prediction with 1.9M reactions from USPTO patents (1976-2016). The task is: Predict the product of the given reaction. (1) Given the reactants [N+:1]([C:4]1[CH:9]=[CH:8][C:7]([C:10]2[CH:15]=[CH:14][C:13]([NH:16][C:17](=[O:21])[CH2:18][CH2:19][CH3:20])=[CH:12][CH:11]=2)=[CH:6][CH:5]=1)([O-])=O.[Cl-].[NH4+].O.[CH3:25]O, predict the reaction product. The product is: [NH2:1][C:4]1[CH:9]=[CH:8][C:7]([C:10]2[CH:15]=[CH:14][C:13]([NH:16][C:17](=[O:21])[CH2:18][CH2:19][CH2:20][CH3:25])=[CH:12][CH:11]=2)=[CH:6][CH:5]=1. (2) The product is: [CH3:22][C:15]1[CH:16]=[C:17]([CH3:21])[CH:18]=[C:19]([CH3:20])[C:14]=1[S:11]([NH:10][CH:5]([CH2:4][OH:3])[C:6]([F:8])([F:9])[F:7])(=[O:12])=[O:13]. Given the reactants C([O:3][C:4](=O)[CH:5]([NH:10][S:11]([C:14]1[C:19]([CH3:20])=[CH:18][C:17]([CH3:21])=[CH:16][C:15]=1[CH3:22])(=[O:13])=[O:12])[C:6]([F:9])([F:8])[F:7])C.[H-].[Al+3].[Li+].[H-].[H-].[H-], predict the reaction product. (3) Given the reactants [CH:1]([CH:5]1[C:14]2[C:9](=[CH:10][CH:11]=[CH:12][CH:13]=2)[C:7](=[O:8])[O:6]1)=[CH:2][CH2:3][CH3:4].C(C1C2C(=CC=CC=2)C(=O)[O:20]1)CCC, predict the reaction product. The product is: [C:5]([C:14]1[CH:13]=[CH:12][CH:11]=[CH:10][C:9]=1[C:7]([OH:6])=[O:8])(=[O:20])[CH2:1][CH2:2][CH2:3][CH3:4]. (4) Given the reactants [C:1]([NH:4][C:5]1[C:6]([C:11]([OH:13])=O)=[C:7]([CH3:10])[S:8][CH:9]=1)(=[O:3])[CH3:2].C1(P(C2C=CC=CC=2)C2C=CC=CC=2)C=CC=CC=1.ClN1C(=O)CCC1=O.[CH:41]1([CH2:44][N:45]2[C:53]3[N:52]=[C:51]([CH2:54][C:55]4[CH:60]=[CH:59][C:58]([NH:61][CH3:62])=[CH:57][CH:56]=4)[NH:50][C:49]=3[C:48](=[O:63])[N:47]([CH2:64][C:65]3[CH:70]=[CH:69][CH:68]=[CH:67][C:66]=3[F:71])[C:46]2=[O:72])[CH2:43][CH2:42]1.C(N(CC)CC)C, predict the reaction product. The product is: [CH:41]1([CH2:44][N:45]2[C:53]3[N:52]=[C:51]([CH2:54][C:55]4[CH:56]=[CH:57][C:58]([N:61]([CH3:62])[C:11]([C:6]5[C:5]([NH:4][C:1](=[O:3])[CH3:2])=[CH:9][S:8][C:7]=5[CH3:10])=[O:13])=[CH:59][CH:60]=4)[NH:50][C:49]=3[C:48](=[O:63])[N:47]([CH2:64][C:65]3[CH:70]=[CH:69][CH:68]=[CH:67][C:66]=3[F:71])[C:46]2=[O:72])[CH2:43][CH2:42]1.